This data is from Forward reaction prediction with 1.9M reactions from USPTO patents (1976-2016). The task is: Predict the product of the given reaction. (1) Given the reactants [CH3:1][CH:2]([CH2:4][CH2:5][CH2:6][C@@H:7]([C@@H:9]1[C@:26]2([CH3:27])[C@H:12]([C:13]3[C@H:23]([CH2:24][CH2:25]2)[C@:21]2([CH3:22])[CH:16]([CH2:17][C:18](=[O:28])[CH2:19][CH2:20]2)[C:15](=[O:29])C=3)[CH2:11][CH2:10]1)[CH3:8])[CH3:3].[OH2:30].O.O.O.O.O.O.[Cl-].[Ce+3].[Cl-].[Cl-].[BH4-].[Na+].[Cl-].[NH4+], predict the reaction product. The product is: [OH:28][C@@H:18]1[CH:19]=[CH:20][C@@:21]2([CH3:22])[C@@H:16]([C:15](=[O:30])[O:29][C:13]3[C@H:12]4[C@:26]([CH3:27])([CH2:25][CH2:24][C:23]=32)[C@@H:9]([C@H:7]([CH3:8])[CH2:6][CH2:5][CH2:4][CH:2]([CH3:1])[CH3:3])[CH2:10][CH2:11]4)[CH2:17]1. (2) Given the reactants Br[C:2]1[CH:11]=[C:10]2[C:5]([N:6]=[C:7]([NH:16][CH:17]([CH3:19])[CH3:18])[C:8]3[N:9]2[C:12](=[O:15])[NH:13][N:14]=3)=[CH:4][CH:3]=1.CO.CCO.C1CCCCC=1, predict the reaction product. The product is: [CH:17]([NH:16][C:7]1[C:8]2[N:9]([C:12](=[O:15])[NH:13][N:14]=2)[C:10]2[C:5]([N:6]=1)=[CH:4][CH:3]=[CH:2][CH:11]=2)([CH3:19])[CH3:18]. (3) Given the reactants [F:1][C:2]1[CH:7]=[CH:6][CH:5]=[CH:4][C:3]=1[NH:8][C:9](=[S:20])[C:10]1[CH:15]=[CH:14][C:13]([O:16][CH3:17])=[C:12]([O:18][CH3:19])[CH:11]=1.[OH-].[Na+], predict the reaction product. The product is: [F:1][C:2]1[C:3]2[N:8]=[C:9]([C:10]3[CH:15]=[CH:14][C:13]([O:16][CH3:17])=[C:12]([O:18][CH3:19])[CH:11]=3)[S:20][C:4]=2[CH:5]=[CH:6][CH:7]=1. (4) Given the reactants CN1C([C:7]2[C:15]3[C:10](=[CH:11][C:12](C4C=C(C=C(F)C=4C)C(OC(C)(C)C)=O)=[CH:13][CH:14]=3)[N:9]([CH2:31]OCC[Si](C)(C)C)[N:8]=2)=CN=C1C.[CH:40]1([NH:43][C:44]([C:46]2[CH:47]=[C:48]([F:56])[C:49]([CH3:55])=[C:50](B(O)O)[CH:51]=2)=[O:45])[CH2:42][CH2:41]1.C(=O)([O-])O.[Na+], predict the reaction product. The product is: [CH:40]1([NH:43][C:44](=[O:45])[C:46]2[CH:51]=[C:50]([C:13]3[CH:14]=[C:15]4[C:10](=[CH:11][CH:12]=3)[N:9]([C:31]3[CH:14]=[CH:15][CH:10]=[CH:11][CH:12]=3)[N:8]=[CH:7]4)[C:49]([CH3:55])=[C:48]([F:56])[CH:47]=2)[CH2:42][CH2:41]1. (5) Given the reactants [CH:1]([OH:3])=O.C(OC(=O)C)(=O)C.[Cl:11][C:12]1[CH:17]=[CH:16][C:15]([N:18]2[CH2:23][CH2:22][N:21]([S:24]([CH2:27][CH:28]([NH:38][OH:39])[CH2:29][CH2:30][C:31]3[CH:32]=[N:33][CH:34]=[C:35]([Cl:37])[CH:36]=3)(=[O:26])=[O:25])[CH2:20][CH2:19]2)=[CH:14][CH:13]=1, predict the reaction product. The product is: [Cl:11][C:12]1[CH:17]=[CH:16][C:15]([N:18]2[CH2:19][CH2:20][N:21]([S:24]([CH2:27][CH:28]([N:38]([OH:39])[CH:1]=[O:3])[CH2:29][CH2:30][C:31]3[CH:32]=[N:33][CH:34]=[C:35]([Cl:37])[CH:36]=3)(=[O:25])=[O:26])[CH2:22][CH2:23]2)=[CH:14][CH:13]=1. (6) Given the reactants [Cl:1][C:2]1[CH:3]=[N:4][C:5]([O:11][C:12]2[CH:17]=[CH:16][C:15]([F:18])=[CH:14][CH:13]=2)=[C:6]([CH:10]=1)[C:7]([OH:9])=O.[NH2:19][C@H:20]([C:22]1[CH:34]=[CH:33][C:25]([C:26]([O:28][C:29]([CH3:32])([CH3:31])[CH3:30])=[O:27])=[CH:24][CH:23]=1)[CH3:21], predict the reaction product. The product is: [Cl:1][C:2]1[CH:10]=[C:6]([C:7]([NH:19][C@H:20]([C:22]2[CH:34]=[CH:33][C:25]([C:26]([O:28][C:29]([CH3:31])([CH3:30])[CH3:32])=[O:27])=[CH:24][CH:23]=2)[CH3:21])=[O:9])[C:5]([O:11][C:12]2[CH:17]=[CH:16][C:15]([F:18])=[CH:14][CH:13]=2)=[N:4][CH:3]=1. (7) Given the reactants [Cl:1][C:2]1[CH:7]=[CH:6][C:5]([NH:8][C:9]2[C:10]([NH2:15])=[CH:11][CH:12]=[CH:13][CH:14]=2)=[CH:4][CH:3]=1.[CH3:16][C:17]([CH3:24])([C:21](Cl)=[O:22])[C:18](Cl)=[O:19], predict the reaction product. The product is: [Cl:1][C:2]1[CH:7]=[CH:6][C:5]([N:8]2[C:18](=[O:19])[C:17]([CH3:24])([CH3:16])[C:21](=[O:22])[NH:15][C:10]3[CH:11]=[CH:12][CH:13]=[CH:14][C:9]2=3)=[CH:4][CH:3]=1.